This data is from Catalyst prediction with 721,799 reactions and 888 catalyst types from USPTO. The task is: Predict which catalyst facilitates the given reaction. Reactant: FC(F)(F)C(OC(=O)C(F)(F)F)=O.[O:14]=[C:15]1[C:23]2[C:18](=[CH:19][CH:20]=[CH:21][CH:22]=2)[C:17](=[O:24])[N:16]1[CH2:25][C:26]1[N:30]([CH3:31])[N:29]=[C:28]([C:32]([NH2:34])=O)[CH:27]=1.C(N(CC)CC)C.O. Product: [O:24]=[C:17]1[C:18]2[C:23](=[CH:22][CH:21]=[CH:20][CH:19]=2)[C:15](=[O:14])[N:16]1[CH2:25][C:26]1[N:30]([CH3:31])[N:29]=[C:28]([C:32]#[N:34])[CH:27]=1. The catalyst class is: 665.